From a dataset of Catalyst prediction with 721,799 reactions and 888 catalyst types from USPTO. Predict which catalyst facilitates the given reaction. (1) Reactant: [NH2:1][C:2]1[CH:3]=[C:4]([O:8][S:9]([C:12]2[C:17]([F:18])=[C:16]([F:19])[C:15]([F:20])=[C:14]([F:21])[C:13]=2[F:22])(=[O:11])=[O:10])[CH:5]=[CH:6][CH:7]=1.[Cl:23][C:24]1[CH:25]=[C:26]([CH:30]=[C:31]([Cl:33])[CH:32]=1)[C:27](Cl)=[O:28].C(N(CC)CC)C. Product: [F:18][C:17]1[C:16]([F:19])=[C:15]([F:20])[C:14]([F:21])=[C:13]([F:22])[C:12]=1[S:9]([O:8][C:4]1[CH:5]=[CH:6][CH:7]=[C:2]([NH:1][C:27]([C:26]2[CH:25]=[C:24]([Cl:23])[CH:32]=[C:31]([Cl:33])[CH:30]=2)=[O:28])[CH:3]=1)(=[O:11])=[O:10]. The catalyst class is: 2. (2) Reactant: I[C:2]1[C:10]2[C:5](=[N:6][CH:7]=[CH:8][CH:9]=2)[N:4]([Si:11]([CH:18]([CH3:20])[CH3:19])([CH:15]([CH3:17])[CH3:16])[CH:12]([CH3:14])[CH3:13])[CH:3]=1.C([Mg]Cl)(C)C.[Cl:26][C:27]1[N:28]=[C:29]([N:34]([CH2:36][C:37]2[CH:42]=[CH:41][C:40]([Cl:43])=[CH:39][CH:38]=2)[CH3:35])[S:30][C:31]=1[CH:32]=[O:33]. Product: [Cl:26][C:27]1[N:28]=[C:29]([N:34]([CH2:36][C:37]2[CH:42]=[CH:41][C:40]([Cl:43])=[CH:39][CH:38]=2)[CH3:35])[S:30][C:31]=1[CH:32]([C:2]1[C:10]2[C:5](=[N:6][CH:7]=[CH:8][CH:9]=2)[N:4]([Si:11]([CH:18]([CH3:20])[CH3:19])([CH:15]([CH3:17])[CH3:16])[CH:12]([CH3:14])[CH3:13])[CH:3]=1)[OH:33]. The catalyst class is: 7.